From a dataset of Forward reaction prediction with 1.9M reactions from USPTO patents (1976-2016). Predict the product of the given reaction. (1) Given the reactants [I:1][C:2]1[C:10]2[C:5](=[N:6][CH:7]=[C:8]([C:11]3[CH:16]=[CH:15][CH:14]=[CH:13][C:12]=3[O:17][C:18]3[CH:23]=[CH:22][CH:21]=[CH:20][CH:19]=3)[CH:9]=2)[NH:4][CH:3]=1.[C:24]1([S:30](Cl)(=[O:32])=[O:31])[CH:29]=[CH:28][CH:27]=[CH:26][CH:25]=1.[OH-].[Na+], predict the reaction product. The product is: [C:24]1([S:30]([N:4]2[C:5]3=[N:6][CH:7]=[C:8]([C:11]4[CH:16]=[CH:15][CH:14]=[CH:13][C:12]=4[O:17][C:18]4[CH:23]=[CH:22][CH:21]=[CH:20][CH:19]=4)[CH:9]=[C:10]3[C:2]([I:1])=[CH:3]2)(=[O:32])=[O:31])[CH:29]=[CH:28][CH:27]=[CH:26][CH:25]=1. (2) The product is: [CH3:1][C:2]1([NH:21][C:22]2[N:23]=[CH:24][C:25]([C:28]([F:31])([F:29])[F:30])=[CH:26][N:27]=2)[CH2:6][CH2:5][CH2:4][CH:3]1[NH2:7]. Given the reactants [CH3:1][C:2]1([NH:21][C:22]2[N:27]=[CH:26][C:25]([C:28]([F:31])([F:30])[F:29])=[CH:24][N:23]=2)[CH2:6][CH2:5][CH2:4][CH:3]1[NH:7]C(=O)O[C@@H]1C[C@H](C)CC[C@H]1C(C)C.Br, predict the reaction product.